From a dataset of Catalyst prediction with 721,799 reactions and 888 catalyst types from USPTO. Predict which catalyst facilitates the given reaction. (1) Reactant: [Br:1][C:2]1[CH:7]=[CH:6][C:5]([NH:8][S:9]([CH2:12][CH2:13][CH2:14]Cl)(=[O:11])=[O:10])=[CH:4][CH:3]=1.C([O-])([O-])=O.[Cs+].[Cs+]. Product: [Br:1][C:2]1[CH:7]=[CH:6][C:5]([N:8]2[CH2:14][CH2:13][CH2:12][S:9]2(=[O:11])=[O:10])=[CH:4][CH:3]=1. The catalyst class is: 215. (2) The catalyst class is: 41. Product: [C:4]1([CH:1]([OH:3])[CH3:2])[CH:9]=[CH:8][CH:7]=[CH:6][CH:5]=1. Reactant: [C:1]([C:4]1[CH:9]=[CH:8][CH:7]=[CH:6][CH:5]=1)(=[O:3])[CH3:2].